From a dataset of Forward reaction prediction with 1.9M reactions from USPTO patents (1976-2016). Predict the product of the given reaction. (1) The product is: [NH2:6][C:7]1[S:8][C:9]2[C:15]([C:16]3[CH:21]=[CH:20][CH:19]=[CH:18][N:17]=3)=[CH:14][C:13]([O:22][S:23]([C:26]([F:27])([F:29])[F:28])(=[O:25])=[O:24])=[CH:12][C:10]=2[N:11]=1. Given the reactants C(NC([NH:6][C:7]1[S:8][C:9]2[C:15]([C:16]3[CH:21]=[CH:20][CH:19]=[CH:18][N:17]=3)=[CH:14][C:13]([O:22][S:23]([C:26]([F:29])([F:28])[F:27])(=[O:25])=[O:24])=[CH:12][C:10]=2[N:11]=1)=O)C, predict the reaction product. (2) Given the reactants [Cl:1][C:2]1[C:3]([C:17]2[C:25]3[C:20](=[CH:21][CH:22]=[CH:23][CH:24]=3)[N:19]([S:26]([C:29]3[CH:34]=[CH:33][CH:32]=[CH:31][CH:30]=3)(=[O:28])=[O:27])[CH:18]=2)=[N:4][C:5]([NH:8][CH:9]2[CH2:12][C:11]3([CH2:15][CH:14]([NH2:16])[CH2:13]3)[CH2:10]2)=[N:6][CH:7]=1.CCN(CC)CC.[N+:42]([C:45]1[CH:53]=[CH:52][C:48]([C:49](Cl)=[O:50])=[CH:47][CH:46]=1)([O-:44])=[O:43], predict the reaction product. The product is: [Cl:1][C:2]1[C:3]([C:17]2[C:25]3[C:20](=[CH:21][CH:22]=[CH:23][CH:24]=3)[N:19]([S:26]([C:29]3[CH:34]=[CH:33][CH:32]=[CH:31][CH:30]=3)(=[O:28])=[O:27])[CH:18]=2)=[N:4][C:5]([NH:8][CH:9]2[CH2:12][C:11]3([CH2:13][CH:14]([NH:16][C:49](=[O:50])[C:48]4[CH:47]=[CH:46][C:45]([N+:42]([O-:44])=[O:43])=[CH:53][CH:52]=4)[CH2:15]3)[CH2:10]2)=[N:6][CH:7]=1. (3) Given the reactants [NH2:1][C:2]1[CH:7]=[CH:6][C:5](Br)=[C:4]([CH3:9])[N:3]=1.[N:10]1([S:16]([C:19]2[CH:24]=[CH:23][C:22]([SH:25])=[CH:21][CH:20]=2)(=[O:18])=[O:17])[CH2:15][CH2:14][CH2:13][CH2:12][CH2:11]1.[Cl:26][C:27]1[CH:32]=[C:31]([C:33]([F:36])([F:35])[F:34])[CH:30]=[CH:29][C:28]=1[S:37](Cl)(=[O:39])=[O:38], predict the reaction product. The product is: [Cl:26][C:27]1[CH:32]=[C:31]([C:33]([F:35])([F:34])[F:36])[CH:30]=[CH:29][C:28]=1[S:37]([NH:1][C:2]1[CH:7]=[CH:6][C:5]([S:25][C:22]2[CH:21]=[CH:20][C:19]([S:16]([N:10]3[CH2:11][CH2:12][CH2:13][CH2:14][CH2:15]3)(=[O:18])=[O:17])=[CH:24][CH:23]=2)=[C:4]([CH3:9])[N:3]=1)(=[O:39])=[O:38]. (4) Given the reactants [Br:1][C:2]1[CH:3]=[CH:4][C:5]([NH:12][C:13](=[O:22])[CH2:14][O:15][C:16]2[CH:21]=[CH:20][CH:19]=[CH:18][CH:17]=2)=[C:6]([CH:11]=1)[C:7](OC)=[O:8].C[Si]([N-][Si](C)(C)C)(C)C.[K+].O, predict the reaction product. The product is: [Br:1][C:2]1[CH:11]=[C:6]2[C:5](=[CH:4][CH:3]=1)[NH:12][C:13](=[O:22])[C:14]([O:15][C:16]1[CH:21]=[CH:20][CH:19]=[CH:18][CH:17]=1)=[C:7]2[OH:8]. (5) Given the reactants [Br:1][C:2]1[CH:3]=[C:4]([CH:8]=[O:9])[S:5][C:6]=1Br.N1C=CC=CC=1.O.O.[C:18]1([S:24]([O-:26])=[O:25])[CH:23]=[CH:22][CH:21]=[CH:20][CH:19]=1.[Na+].O, predict the reaction product. The product is: [Br:1][C:2]1[CH:3]=[C:4]([CH:8]=[O:9])[S:5][C:6]=1[S:24]([C:18]1[CH:23]=[CH:22][CH:21]=[CH:20][CH:19]=1)(=[O:26])=[O:25]. (6) The product is: [ClH:27].[NH2:8][C@H:9]([CH2:10][C:11]1[CH:16]=[CH:15][CH:14]=[C:13]([I:17])[CH:12]=1)[C:18]([OH:20])=[O:19]. Given the reactants C([NH:8][C@@H:9]([C:18]([OH:20])=[O:19])[CH2:10][C:11]1[CH:16]=[CH:15][CH:14]=[C:13]([I:17])[CH:12]=1)(OC(C)(C)C)=O.O1CCOCC1.[ClH:27], predict the reaction product. (7) Given the reactants [F:1][C:2]([F:8])([F:7])[O:3][CH2:4][CH2:5][OH:6].Cl[C:10]1[N:18]=[C:17]([Cl:19])[C:16]([Cl:20])=[CH:15][C:11]=1[C:12]([NH2:14])=[O:13].C(O[K])(C)(C)C.O, predict the reaction product. The product is: [Cl:20][C:16]1[C:17]([Cl:19])=[N:18][C:10]([O:6][CH2:5][CH2:4][O:3][C:2]([F:8])([F:7])[F:1])=[C:11]([CH:15]=1)[C:12]([NH2:14])=[O:13]. (8) Given the reactants [C:1]([S:4][CH2:5][CH2:6][C:7]1[C:15]2[C:10](=[CH:11][CH:12]=[CH:13][CH:14]=2)[NH:9][C:8]=1[C:16]([O:18][CH3:19])=[O:17])(=[O:3])[CH3:2].[C:20]1(B(O)O)[CH:25]=[CH:24][CH:23]=[CH:22][CH:21]=1.N1C=CC=CC=1, predict the reaction product. The product is: [C:1]([S:4][CH2:5][CH2:6][C:7]1[C:15]2[C:10](=[CH:11][CH:12]=[CH:13][CH:14]=2)[N:9]([C:20]2[CH:25]=[CH:24][CH:23]=[CH:22][CH:21]=2)[C:8]=1[C:16]([O:18][CH3:19])=[O:17])(=[O:3])[CH3:2].